This data is from Forward reaction prediction with 1.9M reactions from USPTO patents (1976-2016). The task is: Predict the product of the given reaction. The product is: [CH2:16]([N:13]1[CH2:14][CH2:15][N:10]([CH2:8][C:5]2[CH:6]=[CH:7][C:2]([NH2:1])=[CH:3][C:4]=2[CH3:18])[CH2:11][CH2:12]1)[CH3:17]. Given the reactants [NH2:1][C:2]1[CH:7]=[CH:6][C:5]([C:8]([N:10]2[CH2:15][CH2:14][N:13]([CH2:16][CH3:17])[CH2:12][CH2:11]2)=O)=[C:4]([CH3:18])[CH:3]=1.C(Cl)Cl.CO, predict the reaction product.